From a dataset of Peptide-MHC class I binding affinity with 185,985 pairs from IEDB/IMGT. Regression. Given a peptide amino acid sequence and an MHC pseudo amino acid sequence, predict their binding affinity value. This is MHC class I binding data. (1) The peptide sequence is KYQKSAEAI. The MHC is H-2-Kd with pseudo-sequence H-2-Kd. The binding affinity (normalized) is 0.978. (2) The peptide sequence is ETTEANAGQ. The MHC is HLA-A80:01 with pseudo-sequence HLA-A80:01. The binding affinity (normalized) is 0.0847. (3) The peptide sequence is CLTKRSIAF. The MHC is HLA-B08:01 with pseudo-sequence HLA-B08:01. The binding affinity (normalized) is 0.644. (4) The peptide sequence is IVPDIKLDA. The MHC is HLA-A02:06 with pseudo-sequence HLA-A02:06. The binding affinity (normalized) is 0.248.